Regression. Given two drug SMILES strings and cell line genomic features, predict the synergy score measuring deviation from expected non-interaction effect. From a dataset of NCI-60 drug combinations with 297,098 pairs across 59 cell lines. (1) Drug 1: C1=NC2=C(N1)C(=S)N=C(N2)N. Drug 2: C1CC(=O)NC(=O)C1N2C(=O)C3=CC=CC=C3C2=O. Cell line: HCC-2998. Synergy scores: CSS=28.0, Synergy_ZIP=0.824, Synergy_Bliss=1.20, Synergy_Loewe=-23.3, Synergy_HSA=0.321. (2) Drug 1: CCCCCOC(=O)NC1=NC(=O)N(C=C1F)C2C(C(C(O2)C)O)O. Drug 2: CCC1(C2=C(COC1=O)C(=O)N3CC4=CC5=C(C=CC(=C5CN(C)C)O)N=C4C3=C2)O.Cl. Cell line: PC-3. Synergy scores: CSS=13.2, Synergy_ZIP=-7.52, Synergy_Bliss=-5.00, Synergy_Loewe=-3.81, Synergy_HSA=-0.229. (3) Drug 1: CC1=C(C=C(C=C1)C(=O)NC2=CC(=CC(=C2)C(F)(F)F)N3C=C(N=C3)C)NC4=NC=CC(=N4)C5=CN=CC=C5. Drug 2: CS(=O)(=O)OCCCCOS(=O)(=O)C. Cell line: NCI-H226. Synergy scores: CSS=1.73, Synergy_ZIP=0.0828, Synergy_Bliss=1.87, Synergy_Loewe=-0.572, Synergy_HSA=-0.359.